From a dataset of Cav3 T-type calcium channel HTS with 100,875 compounds. Binary Classification. Given a drug SMILES string, predict its activity (active/inactive) in a high-throughput screening assay against a specified biological target. (1) The compound is Clc1c(CN2CCSc3sccc3C2=O)cccc1. The result is 0 (inactive). (2) The drug is S(Cc1c(OC)ccc(c1)C(OC)=O)c1oc(nn1)COc1ccccc1. The result is 0 (inactive). (3) The drug is Brc1ccc(N(C2CS(=O)(=O)C=C2)C(=O)C)cc1. The result is 0 (inactive). (4) The compound is Clc1ccc(C(=O)NNC=2CCCC2C(=O)C(F)(F)F)cc1. The result is 0 (inactive). (5) The compound is s1c(CNC(=O)c2c(noc2C)c2ccccc2)ccc1. The result is 0 (inactive). (6) The compound is FC(F)(F)c1nc(N2CCN(CC2)c2ccccc2)nc(c1)c1occc1. The result is 0 (inactive). (7) The compound is s1c2c(CCC2)c2c1nc(SCCCC(=O)NCCCO)[nH]c2=O. The result is 0 (inactive).